Dataset: Forward reaction prediction with 1.9M reactions from USPTO patents (1976-2016). Task: Predict the product of the given reaction. (1) Given the reactants [C:1]([O:5][C:6]([NH:8][C@@H:9]1[CH2:11][C@H:10]1[C:12]1[CH:13]=[C:14]([C:17]([O:19]C)=[O:18])[S:15][CH:16]=1)=[O:7])([CH3:4])([CH3:3])[CH3:2].CO.[OH-].[Na+].Cl, predict the reaction product. The product is: [C:1]([O:5][C:6]([NH:8][C@@H:9]1[CH2:11][C@H:10]1[C:12]1[CH:13]=[C:14]([C:17]([OH:19])=[O:18])[S:15][CH:16]=1)=[O:7])([CH3:4])([CH3:2])[CH3:3]. (2) Given the reactants [CH3:1][N:2]([CH3:30])[CH2:3][CH2:4][N:5]([CH2:18][CH2:19][NH:20][C:21]1[CH:26]=[CH:25][C:24]([N+:27]([O-:29])=[O:28])=[CH:23][N:22]=1)[S:6]([C:9]1[CH:14]=[CH:13][CH:12]=[CH:11][C:10]=1[N+:15]([O-:17])=[O:16])(=[O:8])=[O:7].O[CH2:32][CH2:33]N1CCCC1, predict the reaction product. The product is: [N+:27]([C:24]1[CH:25]=[CH:26][C:21]([NH:20][CH2:19][CH2:18][N:5]([S:6]([C:9]2[CH:14]=[CH:13][CH:12]=[CH:11][C:10]=2[N+:15]([O-:17])=[O:16])(=[O:7])=[O:8])[CH2:4][CH2:3][N:2]2[CH2:30][CH2:33][CH2:32][CH2:1]2)=[N:22][CH:23]=1)([O-:29])=[O:28]. (3) Given the reactants Cl[C:2]1[CH:9]=[CH:8][C:7]([N+:10]([O-:12])=[O:11])=[CH:6][C:3]=1[CH:4]=[O:5].CCN(C(C)C)C(C)C.[NH:22]1[CH2:27][CH2:26][O:25][CH2:24][CH2:23]1.O, predict the reaction product. The product is: [O:25]1[CH2:26][CH2:27][N:22]([C:2]2[CH:9]=[CH:8][C:7]([N+:10]([O-:12])=[O:11])=[CH:6][C:3]=2[CH:4]=[O:5])[CH2:23][CH2:24]1. (4) Given the reactants [NH:1]1[C:9]2[C:4](=[N:5][CH:6]=[CH:7][CH:8]=2)[CH:3]=[CH:2]1.[CH3:10][C:11]([O:14][C:15](O[C:15]([O:14][C:11]([CH3:13])([CH3:12])[CH3:10])=[O:16])=[O:16])([CH3:13])[CH3:12], predict the reaction product. The product is: [N:1]1([C:15]([O:14][C:11]([CH3:13])([CH3:12])[CH3:10])=[O:16])[C:9]2[C:4](=[N:5][CH:6]=[CH:7][CH:8]=2)[CH:3]=[CH:2]1. (5) Given the reactants [CH2:1]([O:3][C:4](=[O:14])[CH2:5][C:6](=[O:13])[C:7]1[CH:12]=[CH:11][CH:10]=[CH:9][CH:8]=1)[CH3:2].O([C:17]([CH3:20])([CH3:19])[CH3:18])[K].Br[CH2:22][C:23]([CH2:25]Br)=[O:24].[CH2:27]1[CH2:31]OC[CH2:28]1, predict the reaction product. The product is: [CH2:1]([O:3][C:4](=[O:14])[CH:5]([C:6](=[O:13])[C:7]1[CH:8]=[CH:9][CH:10]=[CH:11][CH:12]=1)[CH2:22][C:23](=[O:24])[CH2:25][CH2:18][C:17]1[CH:20]=[CH:31][CH:27]=[CH:28][CH:19]=1)[CH3:2]. (6) Given the reactants Cl[C:2]1[CH:7]=[C:6]([N+:8]([O-:10])=[O:9])[CH:5]=[CH:4][N:3]=1.[NH2:11][C@@H:12]1[CH2:17][CH2:16][C@H:15]([NH:18][C:19](=[O:28])[C:20]2[CH:25]=[CH:24][C:23]([F:26])=[C:22]([Cl:27])[CH:21]=2)[CH2:14][CH2:13]1.C([O-])(O)=O.[Na+], predict the reaction product. The product is: [Cl:27][C:22]1[CH:21]=[C:20]([CH:25]=[CH:24][C:23]=1[F:26])[C:19]([NH:18][C@H:15]1[CH2:14][CH2:13][C@@H:12]([NH:11][C:2]2[CH:7]=[C:6]([N+:8]([O-:10])=[O:9])[CH:5]=[CH:4][N:3]=2)[CH2:17][CH2:16]1)=[O:28]. (7) Given the reactants [CH3:1][O:2][C:3]1[CH:8]=[CH:7][CH:6]=[CH:5][C:4]=1[N:9]([CH2:20][C:21](O)=[O:22])[S:10]([C:13]1[C:14]([CH3:19])=[CH:15][CH:16]=[CH:17][CH:18]=1)(=[O:12])=[O:11].[CH2:24]([NH:26][CH2:27][C:28]1[S:29][CH:30]=[CH:31][N:32]=1)[CH3:25], predict the reaction product. The product is: [CH2:24]([N:26]([CH2:27][C:28]1[S:29][CH:30]=[CH:31][N:32]=1)[C:21](=[O:22])[CH2:20][N:9]([C:4]1[CH:5]=[CH:6][CH:7]=[CH:8][C:3]=1[O:2][CH3:1])[S:10]([C:13]1[C:14]([CH3:19])=[CH:15][CH:16]=[CH:17][CH:18]=1)(=[O:11])=[O:12])[CH3:25]. (8) Given the reactants [CH3:1][C:2]1[C:3]([CH2:9][N:10]([CH2:16][C:17]2[C:22]([CH:23]([CH3:25])[CH3:24])=[CH:21][CH:20]=[CH:19][N:18]=2)[CH2:11][CH2:12][CH2:13][CH2:14][NH2:15])=[N:4][CH:5]=[C:6]([CH3:8])[CH:7]=1.[S:26](N)([NH2:29])(=[O:28])=[O:27], predict the reaction product. The product is: [CH3:1][C:2]1[C:3]([CH2:9][N:10]([CH2:16][C:17]2[C:22]([CH:23]([CH3:25])[CH3:24])=[CH:21][CH:20]=[CH:19][N:18]=2)[CH2:11][CH2:12][CH2:13][CH2:14][NH:15][S:26]([NH2:29])(=[O:28])=[O:27])=[N:4][CH:5]=[C:6]([CH3:8])[CH:7]=1.